This data is from Reaction yield outcomes from USPTO patents with 853,638 reactions. The task is: Predict the reaction yield, written as a fraction of the theoretical maximum amount of product (1.0 means a 100% yield; for example, 0.34 means a 34% yield). The reactants are [C:1]([C:5]1[C:13]2[O:12][CH:11]([CH2:14][NH2:15])[CH2:10][C:9]=2[CH:8]=[C:7]([O:16][CH3:17])[CH:6]=1)([CH3:4])([CH3:3])[CH3:2].C(N(C(C)C)CC)(C)C.Cl[C:28]([O:30][CH2:31][C:32]1[CH:37]=[CH:36][CH:35]=[CH:34][CH:33]=1)=[O:29]. No catalyst specified. The product is [C:1]([C:5]1[C:13]2[O:12][CH:11]([CH2:14][NH:15][C:28](=[O:29])[O:30][CH2:31][C:32]3[CH:37]=[CH:36][CH:35]=[CH:34][CH:33]=3)[CH2:10][C:9]=2[CH:8]=[C:7]([O:16][CH3:17])[CH:6]=1)([CH3:4])([CH3:2])[CH3:3]. The yield is 0.590.